From a dataset of Catalyst prediction with 721,799 reactions and 888 catalyst types from USPTO. Predict which catalyst facilitates the given reaction. (1) Reactant: [Cl:1][C:2]1[CH:3]=[C:4]([C@@H:12]([N:14]2[CH2:18][CH:17]=[C:16]([C:19]3([C:25]4[CH:30]=[CH:29][C:28]([F:31])=[CH:27][CH:26]=4)[CH2:24][CH2:23][NH:22][CH2:21][CH2:20]3)[C:15]2=[O:32])[CH3:13])[C:5]2[C:10]([CH:11]=1)=[CH:9][CH:8]=[CH:7][CH:6]=2.[BH-](OC(C)=O)(OC(C)=O)O[C:35](C)=O.[Na+]. Product: [Cl:1][C:2]1[CH:3]=[C:4]([C@@H:12]([N:14]2[CH2:18][CH:17]=[C:16]([C:19]3([C:25]4[CH:30]=[CH:29][C:28]([F:31])=[CH:27][CH:26]=4)[CH2:24][CH2:23][N:22]([CH3:35])[CH2:21][CH2:20]3)[C:15]2=[O:32])[CH3:13])[C:5]2[C:10]([CH:11]=1)=[CH:9][CH:8]=[CH:7][CH:6]=2. The catalyst class is: 144. (2) Reactant: C(OC(=O)[NH:7][C:8]1[CH:13]=[C:12]([N:14]([CH3:16])[CH3:15])[C:11]([Cl:17])=[CH:10][C:9]=1[NH:18][C:19](=[O:43])[CH2:20][C:21]([C:23]1[CH:28]=[CH:27][CH:26]=[C:25]([C:29]2[N:30]([CH3:42])[N:31]=[C:32]([CH2:34][O:35]C3CCCCO3)[CH:33]=2)[CH:24]=1)=O)(C)(C)C.C(O)(C(F)(F)F)=O. Product: [Cl:17][C:11]1[C:12]([N:14]([CH3:16])[CH3:15])=[CH:13][C:8]2[N:7]=[C:21]([C:23]3[CH:28]=[CH:27][CH:26]=[C:25]([C:29]4[N:30]([CH3:42])[N:31]=[C:32]([CH2:34][OH:35])[CH:33]=4)[CH:24]=3)[CH2:20][C:19](=[O:43])[NH:18][C:9]=2[CH:10]=1. The catalyst class is: 2.